The task is: Predict the product of the given reaction.. This data is from Forward reaction prediction with 1.9M reactions from USPTO patents (1976-2016). (1) Given the reactants C([O:8][C:9]1[C:17]2[C:16](=[O:18])[N:15]([CH2:19][C:20]3[CH:25]=[CH:24][C:23]([F:26])=[CH:22][CH:21]=3)[N:14]=[C:13]([O:27][CH3:28])[C:12]=2[N:11]2[CH2:29][CH2:30][N:31]([CH3:34])[C:32](=[O:33])[C:10]=12)C1C=CC=CC=1, predict the reaction product. The product is: [F:26][C:23]1[CH:24]=[CH:25][C:20]([CH2:19][N:15]2[C:16](=[O:18])[C:17]3[C:9]([OH:8])=[C:10]4[C:32](=[O:33])[N:31]([CH3:34])[CH2:30][CH2:29][N:11]4[C:12]=3[C:13]([O:27][CH3:28])=[N:14]2)=[CH:21][CH:22]=1. (2) Given the reactants Br[C:2]1[CH:7]=[CH:6][C:5]([O:8][CH2:9][CH3:10])=[C:4]([O:11][CH2:12][CH3:13])[C:3]=1[F:14].[Cu][C:16]#[N:17].C(OCC)(=O)C.[NH4+], predict the reaction product. The product is: [CH2:12]([O:11][C:4]1[C:3]([F:14])=[C:2]([CH:7]=[CH:6][C:5]=1[O:8][CH2:9][CH3:10])[C:16]#[N:17])[CH3:13]. (3) Given the reactants [F:1][C:2]1[CH:22]=[CH:21][CH:20]=[C:19]([F:23])[C:3]=1[CH2:4][O:5][C:6]1[C:7]2[N:8]([C:12]([C:16](O)=[O:17])=[C:13]([CH3:15])[N:14]=2)[CH:9]=[CH:10][CH:11]=1.F[B-](F)(F)F.N1(O[C+](N(C)C)N(C)C)C2C=CC=CC=2N=N1.CN1CCOCC1.[NH2:53][C:54]1([CH2:58][OH:59])[CH2:57][CH2:56][CH2:55]1, predict the reaction product. The product is: [F:23][C:19]1[CH:20]=[CH:21][CH:22]=[C:2]([F:1])[C:3]=1[CH2:4][O:5][C:6]1[C:7]2[N:8]([C:12]([C:16]([NH:53][C:54]3([CH2:58][OH:59])[CH2:57][CH2:56][CH2:55]3)=[O:17])=[C:13]([CH3:15])[N:14]=2)[CH:9]=[CH:10][CH:11]=1. (4) Given the reactants [OH-].[Li+].C(O)(=O)CS.CN(C=O)C.[CH2:13]([N:15]1[C:21](=[O:22])[C:20]([CH3:24])([CH3:23])[C:19](=[O:25])[N:18]([CH3:26])[C:17]2[CH:27]=[C:28]([CH2:31][CH2:32][CH2:33][N:34]([CH2:47][CH2:48][N:49]3[CH:58]=[CH:57][C:56]4[C:51](=[CH:52][CH:53]=[CH:54][CH:55]=4)[C:50]3=[O:59])S(C3C=CC=CC=3[N+]([O-])=O)(=O)=O)[CH:29]=[CH:30][C:16]1=2)[CH3:14], predict the reaction product. The product is: [CH2:13]([N:15]1[C:21](=[O:22])[C:20]([CH3:24])([CH3:23])[C:19](=[O:25])[N:18]([CH3:26])[C:17]2[CH:27]=[C:28]([CH2:31][CH2:32][CH2:33][NH:34][CH2:47][CH2:48][N:49]3[CH:58]=[CH:57][C:56]4[C:51](=[CH:52][CH:53]=[CH:54][CH:55]=4)[C:50]3=[O:59])[CH:29]=[CH:30][C:16]1=2)[CH3:14]. (5) Given the reactants [NH2:1][C@@H:2]([CH2:5][C:6]1[CH:11]=[CH:10][CH:9]=[CH:8][CH:7]=1)[CH2:3][OH:4].[CH2:12]([O:19][C:20]1[CH:28]=[CH:27][CH:26]=[C:25]2[C:21]=1[CH:22]=[C:23]([C:30](Cl)=[O:31])[N:24]2[CH3:29])[C:13]1[CH:18]=[CH:17][CH:16]=[CH:15][CH:14]=1, predict the reaction product. The product is: [CH2:5]([C@H:2]([NH:1][C:30]([C:23]1[N:24]([CH3:29])[C:25]2[C:21]([CH:22]=1)=[C:20]([O:19][CH2:12][C:13]1[CH:18]=[CH:17][CH:16]=[CH:15][CH:14]=1)[CH:28]=[CH:27][CH:26]=2)=[O:31])[CH2:3][OH:4])[C:6]1[CH:11]=[CH:10][CH:9]=[CH:8][CH:7]=1.[CH2:5]([C@H:2]([NH:1][C:30]([C:23]1[N:24]([CH3:29])[C:25]2[C:21]([CH:22]=1)=[C:20]([OH:19])[CH:28]=[CH:27][CH:26]=2)=[O:31])[CH2:3][OH:4])[C:6]1[CH:11]=[CH:10][CH:9]=[CH:8][CH:7]=1. (6) Given the reactants [O:1]1[C:5]2[CH:6]=[C:7]([O:10][C:11]3[CH:12]=[CH:13][C:14]([N+:26]([O-])=O)=[C:15]([CH2:17][NH:18][C:19](=[O:25])[O:20][C:21]([CH3:24])([CH3:23])[CH3:22])[CH:16]=3)[CH:8]=[CH:9][C:4]=2[CH2:3][CH2:2]1.[Cl-].[NH4+].C(O)C, predict the reaction product. The product is: [NH2:26][C:14]1[CH:13]=[CH:12][C:11]([O:10][C:7]2[CH:8]=[CH:9][C:4]3[CH2:3][CH2:2][O:1][C:5]=3[CH:6]=2)=[CH:16][C:15]=1[CH2:17][NH:18][C:19](=[O:25])[O:20][C:21]([CH3:23])([CH3:22])[CH3:24].